Dataset: NCI-60 drug combinations with 297,098 pairs across 59 cell lines. Task: Regression. Given two drug SMILES strings and cell line genomic features, predict the synergy score measuring deviation from expected non-interaction effect. (1) Drug 1: C1CCN(CC1)CCOC2=CC=C(C=C2)C(=O)C3=C(SC4=C3C=CC(=C4)O)C5=CC=C(C=C5)O. Drug 2: CC12CCC3C(C1CCC2O)C(CC4=C3C=CC(=C4)O)CCCCCCCCCS(=O)CCCC(C(F)(F)F)(F)F. Cell line: MCF7. Synergy scores: CSS=17.6, Synergy_ZIP=-4.68, Synergy_Bliss=-7.03, Synergy_Loewe=-8.07, Synergy_HSA=-5.23. (2) Drug 1: CN(C)C1=NC(=NC(=N1)N(C)C)N(C)C. Drug 2: CN1C(=O)N2C=NC(=C2N=N1)C(=O)N. Cell line: T-47D. Synergy scores: CSS=-6.75, Synergy_ZIP=3.87, Synergy_Bliss=1.66, Synergy_Loewe=-3.91, Synergy_HSA=-3.34. (3) Drug 1: C1CCN(CC1)CCOC2=CC=C(C=C2)C(=O)C3=C(SC4=C3C=CC(=C4)O)C5=CC=C(C=C5)O. Drug 2: CC(C1=C(C=CC(=C1Cl)F)Cl)OC2=C(N=CC(=C2)C3=CN(N=C3)C4CCNCC4)N. Cell line: SK-OV-3. Synergy scores: CSS=-0.722, Synergy_ZIP=-0.996, Synergy_Bliss=1.05, Synergy_Loewe=-2.76, Synergy_HSA=-0.190. (4) Drug 1: C1CN1P(=S)(N2CC2)N3CC3. Drug 2: CCC1(CC2CC(C3=C(CCN(C2)C1)C4=CC=CC=C4N3)(C5=C(C=C6C(=C5)C78CCN9C7C(C=CC9)(C(C(C8N6C)(C(=O)OC)O)OC(=O)C)CC)OC)C(=O)OC)O.OS(=O)(=O)O. Cell line: HCC-2998. Synergy scores: CSS=7.30, Synergy_ZIP=3.52, Synergy_Bliss=8.01, Synergy_Loewe=4.42, Synergy_HSA=4.94. (5) Drug 1: CCN(CC)CCCC(C)NC1=C2C=C(C=CC2=NC3=C1C=CC(=C3)Cl)OC. Drug 2: C1CCC(C(C1)N)N.C(=O)(C(=O)[O-])[O-].[Pt+4]. Cell line: M14. Synergy scores: CSS=24.6, Synergy_ZIP=-4.71, Synergy_Bliss=-1.83, Synergy_Loewe=1.15, Synergy_HSA=0.941. (6) Drug 1: CC1C(C(CC(O1)OC2CC(OC(C2O)C)OC3=CC4=CC5=C(C(=O)C(C(C5)C(C(=O)C(C(C)O)O)OC)OC6CC(C(C(O6)C)O)OC7CC(C(C(O7)C)O)OC8CC(C(C(O8)C)O)(C)O)C(=C4C(=C3C)O)O)O)O. Drug 2: C1CN(CCN1C(=O)CCBr)C(=O)CCBr. Cell line: SK-MEL-28. Synergy scores: CSS=37.1, Synergy_ZIP=-0.917, Synergy_Bliss=1.21, Synergy_Loewe=-4.18, Synergy_HSA=-1.18.